The task is: Predict the product of the given reaction.. This data is from Forward reaction prediction with 1.9M reactions from USPTO patents (1976-2016). (1) Given the reactants [Cl-].[CH3:2][O:3]C[P+](C1C=CC=CC=1)(C1C=CC=CC=1)C1C=CC=CC=1.CC([O-])(C)C.[K+].O=[C:31]1[CH2:36][CH2:35][CH:34]([C:37]([O:39][CH2:40][CH3:41])=[O:38])[CH2:33][CH2:32]1.Cl, predict the reaction product. The product is: [CH:2]([CH:31]1[CH2:36][CH2:35][CH:34]([C:37]([O:39][CH2:40][CH3:41])=[O:38])[CH2:33][CH2:32]1)=[O:3]. (2) Given the reactants [CH3:1][NH2:2].[F:3][C:4]([F:30])([F:29])[C:5]([F:28])([F:27])[C:6]([F:26])([F:25])[C:7]([F:24])([F:23])[C:8]([F:22])([F:21])[C:9]([F:20])([F:19])[C:10]([F:18])([F:17])[C:11](F)([F:15])[CH2:12]CI.O1CCC[CH2:32]1, predict the reaction product. The product is: [F:15][C:11]([C:10]([F:17])([F:18])[C:9]([F:19])([F:20])[C:8]([F:21])([F:22])[C:7]([F:23])([F:24])[C:6]([F:25])([F:26])[C:5]([F:28])([F:27])[C:4]([F:30])([F:29])[F:3])=[CH:12][CH2:1][NH:2][CH3:32]. (3) Given the reactants [CH:1]1[C:13]2[NH:12][C:11]3[C:6](=[CH:7][CH:8]=[CH:9][CH:10]=3)[C:5]=2[CH:4]=[C:3]([C:14]([N:16]2[CH2:21][CH2:20][CH2:19][CH2:18][CH2:17]2)=[O:15])[CH:2]=1.Br.Br[CH2:24][C:25]1[CH:30]=[CH:29][N:28]=[CH:27][CH:26]=1, predict the reaction product. The product is: [N:16]1([C:14]([C:3]2[CH:2]=[CH:1][C:13]3[N:12]([CH2:24][C:25]4[CH:30]=[CH:29][N:28]=[CH:27][CH:26]=4)[C:11]4[C:6]([C:5]=3[CH:4]=2)=[CH:7][CH:8]=[CH:9][CH:10]=4)=[O:15])[CH2:17][CH2:18][CH2:19][CH2:20][CH2:21]1. (4) The product is: [CH2:1]([N:6]1[C:14]2[C:9](=[CH:10][CH:11]=[CH:12][CH:13]=2)[C:8]2([CH2:18][CH2:17]2)[C:7]1=[O:15])[CH2:2][CH2:3][CH2:4][CH3:5]. Given the reactants [CH2:1]([N:6]1[C:14]2[C:9](=[CH:10][CH:11]=[CH:12][CH:13]=2)[CH2:8][C:7]1=[O:15])[CH2:2][CH2:3][CH2:4][CH3:5].Br[CH2:17][CH2:18]Br.[H-].[Na+].[NH4+].[Cl-], predict the reaction product.